Dataset: Full USPTO retrosynthesis dataset with 1.9M reactions from patents (1976-2016). Task: Predict the reactants needed to synthesize the given product. (1) Given the product [Br:8][C:9]1[CH:14]=[CH:13][C:12]([C:1](=[O:7])[CH2:2][CH2:3][C:4]([OH:6])=[O:5])=[CH:11][CH:10]=1, predict the reactants needed to synthesize it. The reactants are: [C:1]1(=[O:7])[O:6][C:4](=[O:5])[CH2:3][CH2:2]1.[Br:8][C:9]1[CH:14]=[CH:13][CH:12]=[CH:11][CH:10]=1.[Al+3].[Cl-].[Cl-].[Cl-].Cl. (2) Given the product [F:41][C:42]1[CH:49]=[C:48]([NH:50][C:51]2[CH:56]=[CH:55][C:54]([O:57][CH3:58])=[CH:53][C:52]=2[C:59]([F:60])([F:61])[F:62])[CH:47]=[CH:46][C:43]=1[CH2:44][NH:45][C:16]([C@:11]1([NH:10][C:8]([C:4]2[CH:5]=[N:6][NH:7][C:2](=[O:1])[CH:3]=2)=[O:9])[CH2:15][CH2:14][O:13][CH2:12]1)=[O:18], predict the reactants needed to synthesize it. The reactants are: [O:1]=[C:2]1[NH:7][N:6]=[CH:5][C:4]([C:8]([NH:10][C@@:11]2([C:16]([OH:18])=O)[CH2:15][CH2:14][O:13][CH2:12]2)=[O:9])=[CH:3]1.CN(C(ON1N=NC2C=CC=CC1=2)=[N+](C)C)C.[B-](F)(F)(F)F.[F:41][C:42]1[CH:49]=[C:48]([NH:50][C:51]2[CH:56]=[CH:55][C:54]([O:57][CH3:58])=[CH:53][C:52]=2[C:59]([F:62])([F:61])[F:60])[CH:47]=[CH:46][C:43]=1[CH2:44][NH2:45]. (3) Given the product [CH2:1]([O:3][C:4]([CH:6]1[CH2:11][CH2:10][CH:9]([N:37]2[CH:36]=[C:35]([C:32]3[CH:31]=[N:30][C:29]([C:25]4[CH:26]=[CH:27][CH:28]=[C:23]([C:21]5[CH:20]=[N:19][N:18]([CH3:17])[CH:22]=5)[CH:24]=4)=[N:34][CH:33]=3)[CH:39]=[N:38]2)[CH2:8][CH2:7]1)=[O:5])[CH3:2], predict the reactants needed to synthesize it. The reactants are: [CH2:1]([O:3][C:4]([CH:6]1[CH2:11][CH2:10][CH:9](OS(C)(=O)=O)[CH2:8][CH2:7]1)=[O:5])[CH3:2].[CH3:17][N:18]1[CH:22]=[C:21]([C:23]2[CH:24]=[C:25]([C:29]3[N:34]=[CH:33][C:32]([C:35]4[CH:36]=[N:37][NH:38][CH:39]=4)=[CH:31][N:30]=3)[CH:26]=[CH:27][CH:28]=2)[CH:20]=[N:19]1.C(=O)([O-])[O-].[Cs+].[Cs+].O. (4) Given the product [OH:36][CH:33]1[CH2:34][CH2:35][N:30]([C:28]([C:27]2[CH:26]=[CH:25][C:24]([C:3]3[N:4]=[C:5]4[N:11]([CH2:10][CH2:9][C:8]5[CH:12]=[CH:13][CH:14]=[CH:15][C:7]=5[CH:6]4[O:16][CH:17]4[CH2:18][CH2:19][N:20]([CH3:23])[CH2:21][CH2:22]4)[C:2]=3[CH3:1])=[CH:38][CH:37]=2)=[O:29])[CH2:31][CH2:32]1, predict the reactants needed to synthesize it. The reactants are: [CH3:1][C:2]1[N:11]2[C:5]([CH:6]([O:16][CH:17]3[CH2:22][CH2:21][N:20]([CH3:23])[CH2:19][CH2:18]3)[C:7]3[CH:15]=[CH:14][CH:13]=[CH:12][C:8]=3[CH2:9][CH2:10]2)=[N:4][C:3]=1[C:24]1[CH:38]=[CH:37][C:27]([C:28]([N:30]2[CH2:35][CH2:34][C:33](=[O:36])[CH2:32][CH2:31]2)=[O:29])=[CH:26][CH:25]=1.[BH4-].[Na+].O. (5) Given the product [Cl:1][C:2]1[CH:3]=[C:4]([N:10]([CH2:24][C:25]2[CH:30]=[CH:29][CH:28]=[CH:27][C:26]=2[CH3:31])[CH:11]2[CH2:15][CH2:14][NH:13][CH2:12]2)[CH:5]=[CH:6][C:7]=1[O:8][CH3:9], predict the reactants needed to synthesize it. The reactants are: [Cl:1][C:2]1[CH:3]=[C:4]([NH:10][CH:11]2[CH2:15][CH2:14][N:13](C(OC(C)(C)C)=O)[CH2:12]2)[CH:5]=[CH:6][C:7]=1[O:8][CH3:9].Br[CH2:24][C:25]1[CH:30]=[CH:29][CH:28]=[CH:27][C:26]=1[CH3:31].